This data is from Reaction yield outcomes from USPTO patents with 853,638 reactions. The task is: Predict the reaction yield, written as a fraction of the theoretical maximum amount of product (1.0 means a 100% yield; for example, 0.34 means a 34% yield). The reactants are [Si:1]([O:8][C:9]1[CH:10]=[C:11]2[C:15](=[CH:16][CH:17]=1)[NH:14][CH:13]=[CH:12]2)([C:4]([CH3:7])([CH3:6])[CH3:5])([CH3:3])[CH3:2].[CH3:18][C:19]([O:22][C:23](O[C:23]([O:22][C:19]([CH3:21])([CH3:20])[CH3:18])=[O:24])=[O:24])([CH3:21])[CH3:20]. The catalyst is C(Cl)Cl.CN(C1C=CN=CC=1)C. The product is [Si:1]([O:8][C:9]1[CH:10]=[C:11]2[C:15](=[CH:16][CH:17]=1)[N:14]([C:23]([O:22][C:19]([CH3:21])([CH3:20])[CH3:18])=[O:24])[CH:13]=[CH:12]2)([C:4]([CH3:7])([CH3:6])[CH3:5])([CH3:3])[CH3:2]. The yield is 0.500.